This data is from Forward reaction prediction with 1.9M reactions from USPTO patents (1976-2016). The task is: Predict the product of the given reaction. (1) Given the reactants [F:1][C:2]1[CH:37]=[C:36]([F:38])[CH:35]=[CH:34][C:3]=1[CH2:4][N:5]1[C:10]([C:11]2[S:12][C:13]([C:16]3[CH:21]=[C:20]([O:22][CH2:23][CH3:24])[N:19]=[C:18]([S:25][CH3:26])[N:17]=3)=[CH:14][CH:15]=2)=[CH:9][C:8]([C:27]([F:30])([F:29])[F:28])=[C:7]([C:31]#[N:32])[C:6]1=[O:33].[OH2:39].[OH2:40].O.O.O.O.C(O[O-])(=O)C1C(=CC=CC=1)C([O-])=O.[Mg+2].C1C=C(C([O-])=O)C(C(O[O-])=O)=CC=1.[Mg+2], predict the reaction product. The product is: [F:1][C:2]1[CH:37]=[C:36]([F:38])[CH:35]=[CH:34][C:3]=1[CH2:4][N:5]1[C:10]([C:11]2[S:12][C:13]([C:16]3[CH:21]=[C:20]([O:22][CH2:23][CH3:24])[N:19]=[C:18]([S:25]([CH3:26])(=[O:40])=[O:39])[N:17]=3)=[CH:14][CH:15]=2)=[CH:9][C:8]([C:27]([F:29])([F:30])[F:28])=[C:7]([C:31]#[N:32])[C:6]1=[O:33]. (2) Given the reactants C(OC(=O)[NH:10][C@H:11]1[CH2:16][CH2:15][C@@H:14]([O:17][CH3:18])[C@H:13]([NH:19][C:20]([O:22][C:23]([CH3:26])([CH3:25])[CH3:24])=[O:21])[CH2:12]1)C1C=CC=CC=1, predict the reaction product. The product is: [C:23]([O:22][C:20](=[O:21])[NH:19][C@@H:13]1[CH2:12][C@@H:11]([NH2:10])[CH2:16][CH2:15][C@H:14]1[O:17][CH3:18])([CH3:26])([CH3:25])[CH3:24].